From a dataset of Reaction yield outcomes from USPTO patents with 853,638 reactions. Predict the reaction yield, written as a fraction of the theoretical maximum amount of product (1.0 means a 100% yield; for example, 0.34 means a 34% yield). (1) The reactants are [NH2:1][C:2]1[CH:7]=[C:6]([C:8]([CH3:11])([CH3:10])[CH3:9])[CH:5]=[CH:4][C:3]=1[NH:12][C:13]([CH2:15][CH:16]1[CH2:19][CH:18]([C:20]([N:22]([O:24][CH3:25])[CH3:23])=[O:21])[CH2:17]1)=O. The catalyst is C(O)(=O)C. The product is [C:8]([C:6]1[CH:5]=[CH:4][C:3]2[NH:12][C:13]([CH2:15][CH:16]3[CH2:19][CH:18]([C:20]([N:22]([O:24][CH3:25])[CH3:23])=[O:21])[CH2:17]3)=[N:1][C:2]=2[CH:7]=1)([CH3:11])([CH3:10])[CH3:9]. The yield is 0.930. (2) The reactants are [NH2:1][C:2]1[N:7]=[CH:6][C:5]([N:8]2[CH2:13][CH2:12][N:11]([C:14]([O:16][C:17]([CH3:20])([CH3:19])[CH3:18])=[O:15])[CH2:10][CH2:9]2)=[CH:4][CH:3]=1.Br[C:22]1[C:23](=[O:30])[N:24]([CH3:29])[CH:25]=[C:26]([Br:28])[CH:27]=1.C(=O)([O-])[O-].[Cs+].[Cs+].CC1(C)C2C(=C(P(C3C=CC=CC=3)C3C=CC=CC=3)C=CC=2)OC2C(P(C3C=CC=CC=3)C3C=CC=CC=3)=CC=CC1=2. The catalyst is C1C=CC(/C=C/C(/C=C/C2C=CC=CC=2)=O)=CC=1.C1C=CC(/C=C/C(/C=C/C2C=CC=CC=2)=O)=CC=1.C1C=CC(/C=C/C(/C=C/C2C=CC=CC=2)=O)=CC=1.[Pd].[Pd].O1CCOCC1. The product is [Br:28][C:26]1[CH:27]=[C:22]([NH:1][C:2]2[N:7]=[CH:6][C:5]([N:8]3[CH2:13][CH2:12][N:11]([C:14]([O:16][C:17]([CH3:20])([CH3:19])[CH3:18])=[O:15])[CH2:10][CH2:9]3)=[CH:4][CH:3]=2)[C:23](=[O:30])[N:24]([CH3:29])[CH:25]=1. The yield is 0.590. (3) The catalyst is CN1C(=O)CCC1. The reactants are Cl[C:2]1[N:3]=[C:4]([NH:17][CH:18]2[CH2:21][CH2:20][CH2:19]2)[C:5]2[CH2:10][CH2:9][CH:8]([C:11]3[CH:16]=[CH:15][CH:14]=[CH:13][CH:12]=3)[C:6]=2[N:7]=1.[Cl:22][C:23]1[N:24]=[CH:25][N:26]([C:28]2[CH:34]=[CH:33][C:31]([NH2:32])=[CH:30][C:29]=2[O:35][CH3:36])[CH:27]=1.OS(O)(=O)=O.CCOC(C)=O. The product is [Cl:22][C:23]1[N:24]=[CH:25][N:26]([C:28]2[CH:34]=[CH:33][C:31]([NH:32][C:2]3[N:3]=[C:4]([NH:17][CH:18]4[CH2:19][CH2:20][CH2:21]4)[C:5]4[CH2:10][CH2:9][CH:8]([C:11]5[CH:12]=[CH:13][CH:14]=[CH:15][CH:16]=5)[C:6]=4[N:7]=3)=[CH:30][C:29]=2[O:35][CH3:36])[CH:27]=1. The yield is 0.716. (4) The reactants are C([O:3][C:4]([C:6]1([NH:16][C:17](=[O:29])[C:18]2[CH:23]=[CH:22][CH:21]=[C:20]([CH3:24])[C:19]=2[CH:25]=[C:26]([CH3:28])[CH3:27])[CH2:14][C:13]2[C:8](=[CH:9][CH:10]=[C:11]([F:15])[CH:12]=2)[CH2:7]1)=[O:5])C.[OH-].[K+].O. The catalyst is CCO. The product is [F:15][C:11]1[CH:12]=[C:13]2[C:8](=[CH:9][CH:10]=1)[CH2:7][C:6]([NH:16][C:17](=[O:29])[C:18]1[CH:23]=[CH:22][CH:21]=[C:20]([CH3:24])[C:19]=1[CH:25]=[C:26]([CH3:27])[CH3:28])([C:4]([OH:5])=[O:3])[CH2:14]2. The yield is 1.00. (5) The reactants are [Br:1][C:2]1[S:3][CH:4]=[C:5]([C:7]([OH:9])=O)[N:6]=1.[NH2:10][C@@H:11]([CH3:27])[CH2:12][N:13]1[CH:17]=[CH:16][C:15]([C:18]2[CH:25]=[CH:24][C:21]([C:22]#[N:23])=[C:20]([Cl:26])[CH:19]=2)=[N:14]1. No catalyst specified. The product is [Br:1][C:2]1[S:3][CH:4]=[C:5]([C:7]([NH:10][C@@H:11]([CH3:27])[CH2:12][N:13]2[CH:17]=[CH:16][C:15]([C:18]3[CH:25]=[CH:24][C:21]([C:22]#[N:23])=[C:20]([Cl:26])[CH:19]=3)=[N:14]2)=[O:9])[N:6]=1. The yield is 0.655. (6) The reactants are [C:1]([O:5][C:6](=[O:20])[NH:7][C@@H:8]1[C:14](=[O:15])[NH:13][C:12]2[CH:16]=[CH:17][CH:18]=[CH:19][C:11]=2[NH:10][CH2:9]1)([CH3:4])([CH3:3])[CH3:2].C([N:23]([CH2:26][CH3:27])[CH2:24][CH3:25])C.[C:28](Cl)(=[O:38])[C:29]1[CH:37]=[CH:36][C:32]([C:33](Cl)=[O:34])=[CH:31][CH:30]=1. The catalyst is C1COCC1. The product is [C:1]([O:5][C:6]([NH:7][C@@H:8]1[C:14](=[O:15])[NH:13][C:12]2[CH:16]=[CH:17][CH:18]=[CH:19][C:11]=2[N:10]([C:28]([C:29]2[CH:37]=[CH:36][C:32]([C:33]([N:23]3[C:24]4[CH:25]=[CH:18][CH:19]=[CH:11][C:12]=4[NH:13][C:14](=[O:15])[C@@H:27]([NH:7][C:6](=[O:20])[O:5][C:1]([CH3:3])([CH3:2])[CH3:4])[CH2:26]3)=[O:34])=[CH:31][CH:30]=2)=[O:38])[CH2:9]1)=[O:20])([CH3:4])([CH3:2])[CH3:3]. The yield is 0.390. (7) The reactants are [CH3:1][O:2][C:3]1[CH:4]=[C:5]([CH:9]=[CH:10][C:11]=1[O:12][CH3:13])[C:6](Cl)=[O:7].[NH2:14][C:15]1[CH:20]=[CH:19][C:18]([C:21]([CH3:25])([CH3:24])[C:22]#[N:23])=[C:17]([CH3:26])[CH:16]=1.C(N(CC)CC)C. The catalyst is C(Cl)Cl. The product is [C:22]([C:21]([CH3:25])([CH3:24])[C:18]1[CH:19]=[CH:20][C:15]([NH:14][C:6](=[O:7])[C:5]2[CH:9]=[CH:10][C:11]([O:12][CH3:13])=[C:3]([O:2][CH3:1])[CH:4]=2)=[CH:16][C:17]=1[CH3:26])#[N:23]. The yield is 0.470. (8) The reactants are [C:1]([O:5][C:6]([C@@:8]1([CH2:22][CH:23]=[CH2:24])[CH2:12][C:11](=[O:13])[N:10]([C@@H:14]([C:16]2[CH:21]=[CH:20][CH:19]=[CH:18][CH:17]=2)[CH3:15])[CH2:9]1)=[O:7])([CH3:4])([CH3:3])[CH3:2].B1C2CCCC1CCC2.[OH-].[Na+].OO.C(=O)(O)[O-:39].[Na+]. The catalyst is O1CCCC1.C(OCC)C. The product is [C:1]([O:5][C:6]([C@@:8]1([CH2:22][CH2:23][CH2:24][OH:39])[CH2:12][C:11](=[O:13])[N:10]([C@@H:14]([C:16]2[CH:17]=[CH:18][CH:19]=[CH:20][CH:21]=2)[CH3:15])[CH2:9]1)=[O:7])([CH3:4])([CH3:3])[CH3:2]. The yield is 0.749. (9) The catalyst is CN(C=O)C.C(Cl)Cl.O1CCOCC1. The product is [NH2:19][C:14]1[CH:15]=[N:16][CH:17]=[CH:18][C:13]=1[C@H:9]1[CH2:8][C@@H:7]([NH:27][C:28](=[O:29])[O:30][C:31]([CH3:33])([CH3:34])[CH3:32])[C@@H:6]([C:35]#[N:36])[C@@H:11]([CH3:12])[CH2:10]1. The yield is 0.200. The reactants are CS(O[C@@H:6]1[C@@H:11]([CH3:12])[CH2:10][C@@H:9]([C:13]2[CH:18]=[CH:17][N:16]=[CH:15][C:14]=2[NH:19]C(OC(C)(C)C)=O)[CH2:8][C@H:7]1[NH:27][C:28]([O:30][C:31]([CH3:34])([CH3:33])[CH3:32])=[O:29])(=O)=O.[C-:35]#[N:36].[Na+].C(O)(C(F)(F)F)=O.CC(OC(OC(OC(C)(C)C)=O)=O)(C)C.